This data is from CYP2C9 inhibition data for predicting drug metabolism from PubChem BioAssay. The task is: Regression/Classification. Given a drug SMILES string, predict its absorption, distribution, metabolism, or excretion properties. Task type varies by dataset: regression for continuous measurements (e.g., permeability, clearance, half-life) or binary classification for categorical outcomes (e.g., BBB penetration, CYP inhibition). Dataset: cyp2c9_veith. (1) The molecule is C[C@H](N)[C@@H](O)c1ccccc1. The result is 0 (non-inhibitor). (2) The molecule is COc1ccc(Oc2ncc3nc(C)c(=O)n(CCc4ccccc4)c3n2)cc1. The result is 0 (non-inhibitor). (3) The drug is COc1ccc(COC(=O)N/N=C2/C[C@@H](O)[C@@H](O)[C@@H]3[C@@H]4C(=O)N(Cc5ccccc5)C(=O)[C@H]4CC[C@@H]23)cc1. The result is 0 (non-inhibitor). (4) The result is 1 (inhibitor). The molecule is COc1ccc(CN(CCC#N)C(=S)NC(=O)c2ccccc2)cc1. (5) The compound is Cc1ccc(-n2ccnc2SCC(=O)N(CC(C)C)C2CCS(=O)(=O)C2)c(C)c1. The result is 1 (inhibitor). (6) The compound is Nc1ccccc1C(=O)/C=C\c1ccc2c(c1)OCO2. The result is 0 (non-inhibitor). (7) The molecule is COc1ccc(CNC(=O)C2CSC(=O)C2)cc1. The result is 0 (non-inhibitor). (8) The drug is O=C(CCc1nc2ccccc2c(=O)[nH]1)OCC(=O)N1CCN(S(=O)(=O)c2ccccc2)CC1. The result is 0 (non-inhibitor). (9) The molecule is COCC(=O)N1CCC2(CC1)CCN(C(c1ccccc1)c1ccccc1)CC2. The result is 0 (non-inhibitor). (10) The drug is COc1cccc(-c2cc(NCc3cccnc3)ncn2)c1. The result is 0 (non-inhibitor).